Dataset: Full USPTO retrosynthesis dataset with 1.9M reactions from patents (1976-2016). Task: Predict the reactants needed to synthesize the given product. (1) Given the product [Cl:1][C:2]1[N:11]=[C:10]([O:26][CH3:25])[C:9]2[CH2:8][CH2:7][C@H:6]3[C@H:13]([CH3:18])[C:14](=[O:17])[CH2:15][CH2:16][C@:5]3([C:19]3[CH:24]=[CH:23][CH:22]=[CH:21][CH:20]=3)[C:4]=2[N:3]=1, predict the reactants needed to synthesize it. The reactants are: [Cl:1][C:2]1[N:11]=[C:10](Cl)[C:9]2[CH2:8][CH2:7][C@H:6]3[C@H:13]([CH3:18])[C:14](=[O:17])[CH2:15][CH2:16][C@:5]3([C:19]3[CH:24]=[CH:23][CH:22]=[CH:21][CH:20]=3)[C:4]=2[N:3]=1.[CH3:25][O-:26].[Na+]. (2) Given the product [CH3:1][O:2][C:3]1[N:4]=[CH:5][C:6]([CH:9]([NH2:10])[CH3:11])=[N:7][CH:8]=1, predict the reactants needed to synthesize it. The reactants are: [CH3:1][O:2][C:3]1[N:4]=[CH:5][C:6]([C:9]#[N:10])=[N:7][CH:8]=1.[CH3:11][Mg]Br.[BH4-].[Na+].[Cl-].[NH4+].C(=O)([O-])[O-].[K+].[K+].